Dataset: Catalyst prediction with 721,799 reactions and 888 catalyst types from USPTO. Task: Predict which catalyst facilitates the given reaction. (1) Reactant: C(N(CC)C(C)C)(C)C.[CH3:10][C:11]1[N:12]=[CH:13][C:14]([C:17]([OH:19])=[O:18])=[N:15][CH:16]=1.[O:20]1[C@H:22]2[CH2:23][C@@:24]3([CH3:46])[CH:28]([CH:29]4[CH2:30][C@H:31]([F:40])[C:32]5[C@@:37]([CH3:38])([C@:21]124)[CH:36]=[CH:35][C:34](=[O:39])[CH:33]=5)[CH2:27][C@@H:26]([CH3:41])[C@:25]3(O)[C:42]([OH:44])=[O:43].Cl. Product: [O:20]1[C@H:22]2[CH2:23][C@@:24]3([CH3:46])[CH:28]([CH:29]4[CH2:30][C@H:31]([F:40])[C:32]5[C@@:37]([CH3:38])([C@:21]124)[CH:36]=[CH:35][C:34](=[O:39])[CH:33]=5)[CH2:27][C@@H:26]([CH3:41])[C@:25]3([O:18][C:17]([C:14]1[CH:13]=[N:12][C:11]([CH3:10])=[CH:16][N:15]=1)=[O:19])[C:42]([OH:44])=[O:43]. The catalyst class is: 3. (2) Reactant: [OH-].[Na+].[Br:3][C:4]1[CH:5]=[C:6]([C:21]([O:23]C)=[O:22])[CH:7]=[C:8]2[C:13]=1[O:12][C:11]([N:14]1[CH2:19][CH2:18][O:17][CH2:16][CH2:15]1)=[CH:10][C:9]2=[O:20]. Product: [Br:3][C:4]1[CH:5]=[C:6]([C:21]([OH:23])=[O:22])[CH:7]=[C:8]2[C:13]=1[O:12][C:11]([N:14]1[CH2:19][CH2:18][O:17][CH2:16][CH2:15]1)=[CH:10][C:9]2=[O:20]. The catalyst class is: 100. (3) Reactant: Cl[C:2]1[CH:3]=[CH:4][C:5]2[N:6]([CH:8]=[C:9]([C:11]3[CH:12]=[C:13]([NH:19][S:20]([CH3:23])(=[O:22])=[O:21])[CH:14]=[C:15]([C:17]#[N:18])[CH:16]=3)[N:10]=2)[N:7]=1. Product: [C:17]([C:15]1[CH:14]=[C:13]([NH:19][S:20]([CH3:23])(=[O:22])=[O:21])[CH:12]=[C:11]([C:9]2[N:10]=[C:5]3[CH:4]=[CH:3][CH:2]=[N:7][N:6]3[CH:8]=2)[CH:16]=1)#[N:18]. The catalyst class is: 123. (4) Reactant: [NH2:1][C:2]1[CH:9]=[C:8]([C:10]([F:13])([F:12])[F:11])[C:5]([C:6]#[N:7])=[C:4]([Cl:14])[CH:3]=1.C(=O)([O-])[O-].[Ca+2].[C:20](Cl)(Cl)=[S:21].Cl. Product: [Cl:14][C:4]1[CH:3]=[C:2]([N:1]=[C:20]=[S:21])[CH:9]=[C:8]([C:10]([F:11])([F:12])[F:13])[C:5]=1[C:6]#[N:7]. The catalyst class is: 34. (5) Reactant: [CH3:1][C:2]([CH3:21])([O:4][C:5]([NH:7][CH:8]([C:13]1[CH:18]=[C:17]([F:19])[CH:16]=[C:15]([F:20])[CH:14]=1)[C:9]([O:11]C)=[O:10])=[O:6])[CH3:3].[Li+].[OH-]. Product: [CH3:3][C:2]([CH3:21])([O:4][C:5]([NH:7][CH:8]([C:13]1[CH:14]=[C:15]([F:20])[CH:16]=[C:17]([F:19])[CH:18]=1)[C:9]([OH:11])=[O:10])=[O:6])[CH3:1]. The catalyst class is: 87. (6) Reactant: [CH3:1][N:2]1[CH2:7][CH2:6][N:5]([CH2:8][C:9]([NH:11][C:12]2[CH:13]=[C:14]([C:18]3[N:27]=[C:26]([NH:28][C:29]4[CH:30]=[C:31]5[C:35](=[CH:36][CH:37]=4)[N:34](C(OC(C)(C)C)=O)[N:33]=[CH:32]5)[C:25]4[C:20](=[CH:21][CH:22]=[CH:23][CH:24]=4)[N:19]=3)[CH:15]=[CH:16][CH:17]=2)=[O:10])[CH2:4][CH2:3]1.C(O)(C(F)(F)F)=O. Product: [NH:34]1[C:35]2[C:31](=[CH:30][C:29]([NH:28][C:26]3[C:25]4[C:20](=[CH:21][CH:22]=[CH:23][CH:24]=4)[N:19]=[C:18]([C:14]4[CH:13]=[C:12]([NH:11][C:9](=[O:10])[CH2:8][N:5]5[CH2:4][CH2:3][N:2]([CH3:1])[CH2:7][CH2:6]5)[CH:17]=[CH:16][CH:15]=4)[N:27]=3)=[CH:37][CH:36]=2)[CH:32]=[N:33]1. The catalyst class is: 2. (7) Reactant: Br[C:2]1[CH:7]=[CH:6][C:5]([CH:8]([N:12]2[CH2:25][CH2:24][C:15]3([O:20][CH2:19][C:18](=[O:21])[N:17]([CH2:22][CH3:23])[CH2:16]3)[CH2:14][CH2:13]2)[C:9]([NH2:11])=[O:10])=[C:4]([F:26])[CH:3]=1.CC1(C)C(C)(C)OB(B2OC(C)(C)C(C)(C)O2)O1.C([O-])(=O)C.[K+].Br[C:51]1[CH:60]=[C:59]2[C:54]([CH:55]=[C:56]([CH3:61])[CH:57]=[N:58]2)=[CH:53][CH:52]=1.C([O-])([O-])=O.[K+].[K+]. Product: [CH2:22]([N:17]1[CH2:16][C:15]2([CH2:24][CH2:25][N:12]([CH:8]([C:5]3[CH:6]=[CH:7][C:2]([C:51]4[CH:60]=[C:59]5[C:54]([CH:55]=[C:56]([CH3:61])[CH:57]=[N:58]5)=[CH:53][CH:52]=4)=[CH:3][C:4]=3[F:26])[C:9]([NH2:11])=[O:10])[CH2:13][CH2:14]2)[O:20][CH2:19][C:18]1=[O:21])[CH3:23]. The catalyst class is: 368. (8) Reactant: C(OC([N:8]1[CH2:11][C:10]([CH3:34])([C@H:12]([C:14]2[CH:15]=[C:16]3[C:25](=[CH:26][C:27]=2[C:28]([F:31])([F:30])[F:29])[O:24][CH2:23][C:22]2[N:17]3[C@H:18]([CH3:33])[C:19](=[O:32])[NH:20][N:21]=2)[CH3:13])[CH2:9]1)=O)(C)(C)C.[C:35]([OH:41])([C:37]([F:40])([F:39])[F:38])=[O:36]. Product: [F:38][C:37]([F:40])([F:39])[C:35]([OH:41])=[O:36].[CH3:33][C@H:18]1[N:17]2[C:22]([CH2:23][O:24][C:25]3[C:16]2=[CH:15][C:14]([C@H:12]([C:10]2([CH3:34])[CH2:9][NH:8][CH2:11]2)[CH3:13])=[C:27]([C:28]([F:29])([F:31])[F:30])[CH:26]=3)=[N:21][NH:20][C:19]1=[O:32]. The catalyst class is: 2. (9) The catalyst class is: 33. Reactant: [NH2:1][C:2]1[CH:7]=[CH:6][C:5]([CH2:8][C:9]([O:11][CH3:12])=[O:10])=[CH:4][C:3]=1[Cl:13].[N:14]([O-])=O.[Na+].O.O.[Sn](Cl)Cl. Product: [Cl:13][C:3]1[CH:4]=[C:5]([CH2:8][C:9]([O:11][CH3:12])=[O:10])[CH:6]=[CH:7][C:2]=1[NH:1][NH2:14].